This data is from Forward reaction prediction with 1.9M reactions from USPTO patents (1976-2016). The task is: Predict the product of the given reaction. (1) Given the reactants [CH3:1][N:2]1[C:11](=[O:12])[C:10]2[C:5](=[CH:6][C:7]([C:13](Cl)=[O:14])=[CH:8][CH:9]=2)[N:4]=[CH:3]1.[S:16]1[CH:20]=[CH:19][N:18]=[C:17]1[NH2:21].O, predict the reaction product. The product is: [CH3:1][N:2]1[C:11](=[O:12])[C:10]2[C:5](=[CH:6][C:7]([C:13]([NH:21][C:17]3[S:16][CH:20]=[CH:19][N:18]=3)=[O:14])=[CH:8][CH:9]=2)[N:4]=[CH:3]1. (2) Given the reactants O[C:2]1C=C2C(C=C[C:8](=[O:12])[O:9]2)=C[C:3]=1OC.[CH2:15](Cl)CCl.[CH:19]1[CH:20]=[CH:21][C:22]2N(O)N=N[C:23]=2[CH:24]=1.C(N(CC)CC)C, predict the reaction product. The product is: [CH:23]12[CH2:15][CH:20]([CH:19]=[CH:24]1)[CH2:21][CH:22]2[C:8]([OH:12])=[O:9].[CH2:2]=[CH2:3]. (3) Given the reactants [CH:1](=O)[CH:2]([CH3:4])[CH3:3].Cl.[CH3:7][N:8]1[C:17]2[NH:16][C:15]3[CH:18]=[CH:19][CH:20]=[CH:21][C:14]=3[N:13]([C:22]([CH:24]3[CH2:29][CH2:28][CH:27]([CH2:30][NH:31][C:32]([CH:34]4[CH2:39][CH2:38][NH:37][CH2:36][CH2:35]4)=[O:33])[CH2:26][CH2:25]3)=[O:23])[CH2:12][C:11]=2[CH:10]=[N:9]1.C(O[BH-](OC(=O)C)OC(=O)C)(=O)C.[Na+], predict the reaction product. The product is: [CH3:7][N:8]1[C:17]2[NH:16][C:15]3[CH:18]=[CH:19][CH:20]=[CH:21][C:14]=3[N:13]([C:22]([CH:24]3[CH2:25][CH2:26][CH:27]([CH2:30][NH:31][C:32]([CH:34]4[CH2:35][CH2:36][N:37]([CH2:1][CH:2]([CH3:4])[CH3:3])[CH2:38][CH2:39]4)=[O:33])[CH2:28][CH2:29]3)=[O:23])[CH2:12][C:11]=2[CH:10]=[N:9]1. (4) Given the reactants Br[C:2]1[C:7]2[CH2:8][CH2:9][CH:10]([C:14]([N:16]3[CH2:21][CH2:20][CH:19]([C:22]4[CH:27]=[CH:26][CH:25]=[CH:24][CH:23]=4)[CH2:18][CH2:17]3)=[O:15])[CH2:11][C:12](=[O:13])[C:6]=2[CH:5]=[CH:4][CH:3]=1.C([O-])([O-])=O.[Na+].[Na+].[C:34]1(B(O)O)[CH:39]=[CH:38][CH:37]=[CH:36][CH:35]=1.[NH4+].[OH-], predict the reaction product. The product is: [C:34]1([C:2]2[C:7]3[CH2:8][CH2:9][CH:10]([C:14]([N:16]4[CH2:21][CH2:20][CH:19]([C:22]5[CH:23]=[CH:24][CH:25]=[CH:26][CH:27]=5)[CH2:18][CH2:17]4)=[O:15])[CH2:11][C:12](=[O:13])[C:6]=3[CH:5]=[CH:4][CH:3]=2)[CH:39]=[CH:38][CH:37]=[CH:36][CH:35]=1. (5) Given the reactants [O:1]1[C:5]2[CH:6]=[CH:7][C:8]([C:10]3([C:13](Cl)=[O:14])[CH2:12][CH2:11]3)=[CH:9][C:4]=2[O:3][CH2:2]1.[F:16][C:17]([F:32])([F:31])[C:18]1[CH:23]=[C:22]([NH:24][C:25]2[CH:30]=[CH:29][CH:28]=[CH:27][N:26]=2)[CH:21]=[CH:20][N:19]=1, predict the reaction product. The product is: [O:1]1[C:5]2[CH:6]=[CH:7][C:8]([C:10]3([C:13]([N:24]([C:25]4[CH:30]=[CH:29][CH:28]=[CH:27][N:26]=4)[C:22]4[CH:21]=[CH:20][N:19]=[C:18]([C:17]([F:32])([F:16])[F:31])[CH:23]=4)=[O:14])[CH2:12][CH2:11]3)=[CH:9][C:4]=2[O:3][CH2:2]1. (6) Given the reactants Br[C:2]1[CH:3]=[N:4][CH:5]=[C:6]([Br:8])[CH:7]=1.CC(C)([O-])C.[Na+].[NH:15]1[CH2:20][CH2:19][O:18][CH2:17][CH2:16]1, predict the reaction product. The product is: [Br:8][C:6]1[CH:7]=[C:2]([N:15]2[CH2:20][CH2:19][O:18][CH2:17][CH2:16]2)[CH:3]=[N:4][CH:5]=1. (7) Given the reactants C(OC([N:8]1[CH2:13][CH2:12][N:11]([C:14]2[CH:19]=[CH:18][C:17]([N:20]3[CH2:25][C@H:24]([CH3:26])[O:23][C@H:22]([CH3:27])[CH2:21]3)=[CH:16][C:15]=2[CH:28]2[CH2:33][CH2:32][C:31]([CH3:35])([CH3:34])[CH2:30][CH2:29]2)[CH2:10][CH2:9]1)=O)(C)(C)C.C(OCC)(=O)C.Cl.C(=O)([O-])[O-].[Na+].[Na+], predict the reaction product. The product is: [CH3:34][C:31]1([CH3:35])[CH2:30][CH2:29][CH:28]([C:15]2[CH:16]=[C:17]([N:20]3[CH2:25][C@H:24]([CH3:26])[O:23][C@H:22]([CH3:27])[CH2:21]3)[CH:18]=[CH:19][C:14]=2[N:11]2[CH2:10][CH2:9][NH:8][CH2:13][CH2:12]2)[CH2:33][CH2:32]1. (8) Given the reactants [F:1][C:2]1[CH:3]=[C:4]([N:11]2[CH2:16][CH2:15][N:14](C(OC(C)(C)C)=O)[CH2:13][CH2:12]2)[CH:5]=[C:6]([F:10])[C:7]=1[O:8][CH3:9].C(O)(C(F)(F)F)=O, predict the reaction product. The product is: [F:1][C:2]1[CH:3]=[C:4]([N:11]2[CH2:16][CH2:15][NH:14][CH2:13][CH2:12]2)[CH:5]=[C:6]([F:10])[C:7]=1[O:8][CH3:9]. (9) Given the reactants [C:1]([O:5][C:6](=[O:38])[CH2:7][C@H:8]([NH:16][C:17]([C@@H:19]1[CH2:24][CH2:23][CH2:22][N:21]([C:25](=[O:37])[CH2:26][CH2:27][CH:28]2[CH2:33][CH2:32][N:31]([C:34]([O-:36])=[O:35])[CH2:30][CH2:29]2)[CH2:20]1)=[O:18])[C:9]1[CH:10]=[N:11][CH:12]=[C:13]([OH:15])[CH:14]=1)([CH3:4])([CH3:3])[CH3:2].C(=O)([O-])[O-].[Cs+].[Cs+].[C:45]1([CH3:68])[CH:50]=[CH:49][C:48]([S:51]([O:54][CH2:55][CH2:56]OS(C2C=CC(C)=CC=2)(=O)=O)(=[O:53])=[O:52])=[CH:47][CH:46]=1, predict the reaction product. The product is: [C:1]([O:5][C:6](=[O:38])[CH2:7][C@H:8]([NH:16][C:17]([C@@H:19]1[CH2:24][CH2:23][CH2:22][N:21]([C:25](=[O:37])[CH2:26][CH2:27][CH:28]2[CH2:29][CH2:30][N:31]([C:34]([O:36][C:1]([CH3:4])([CH3:3])[CH3:2])=[O:35])[CH2:32][CH2:33]2)[CH2:20]1)=[O:18])[C:9]1[CH:10]=[N:11][CH:12]=[C:13]([O:15][CH2:56][CH2:55][O:54][S:51]([C:48]2[CH:49]=[CH:50][C:45]([CH3:68])=[CH:46][CH:47]=2)(=[O:53])=[O:52])[CH:14]=1)([CH3:4])([CH3:2])[CH3:3].